Predict the reactants needed to synthesize the given product. From a dataset of Full USPTO retrosynthesis dataset with 1.9M reactions from patents (1976-2016). (1) Given the product [CH2:46]([O:45][C:28]1[CH:29]=[C:30]([C:33]2[CH:38]=[CH:37][C:36]([C:39]([OH:44])([CH2:40][OH:41])[CH2:42][OH:43])=[CH:35][CH:34]=2)[CH:31]=[CH:32][C:27]=1[C@@H:9]1[C@@H:8]([CH2:7][CH2:6][C@@H:5]([C:53]2[CH:54]=[CH:55][C:56]([F:59])=[CH:57][CH:58]=2)[OH:4])[C:11](=[O:12])[N:10]1[C:13]1[CH:18]=[CH:17][C:16]([CH2:19][CH2:20][CH2:21][NH:22][S:23]([CH3:26])(=[O:24])=[O:25])=[CH:15][CH:14]=1)[C:47]1[CH:48]=[CH:49][CH:50]=[CH:51][CH:52]=1, predict the reactants needed to synthesize it. The reactants are: C([O:4][C@H:5]([C:53]1[CH:58]=[CH:57][C:56]([F:59])=[CH:55][CH:54]=1)[CH2:6][CH2:7][C@H:8]1[C:11](=[O:12])[N:10]([C:13]2[CH:18]=[CH:17][C:16]([CH2:19][CH2:20][CH2:21][NH:22][S:23]([CH3:26])(=[O:25])=[O:24])=[CH:15][CH:14]=2)[C@@H:9]1[C:27]1[CH:32]=[CH:31][C:30]([C:33]2[CH:38]=[CH:37][C:36]([C:39]([OH:44])([CH2:42][OH:43])[CH2:40][OH:41])=[CH:35][CH:34]=2)=[CH:29][C:28]=1[O:45][CH2:46][C:47]1[CH:52]=[CH:51][CH:50]=[CH:49][CH:48]=1)(=O)C.CCO.[C-]#N.[K+].Cl. (2) Given the product [CH2:13]([O:15][C:16](=[O:40])[CH2:17][N:18]1[C:19]2=[N:20][N:21]([CH3:39])[CH:22]=[C:23]2[C:24](=[O:38])[N:25]=[C:26]1[CH2:27][CH2:28][C:29]1[CH:34]=[CH:33][CH:32]=[C:31]([F:35])[C:30]=1[F:36])[CH3:14], predict the reactants needed to synthesize it. The reactants are: O.C1(C)C=CC(S(O)(=O)=O)=CC=1.[CH2:13]([O:15][C:16](=[O:40])[CH2:17][NH:18][C:19]1[C:23]([C:24](=[O:38])[NH:25][C:26](=O)[CH2:27][CH2:28][C:29]2[CH:34]=[CH:33][CH:32]=[C:31]([F:35])[C:30]=2[F:36])=[CH:22][N:21]([CH3:39])[N:20]=1)[CH3:14].ClCCl. (3) Given the product [CH3:12][CH:11]1[N:13]2[C:21]3[CH:20]=[C:19]([C:22]([O:24][CH2:25][CH3:26])=[O:23])[CH:18]=[CH:17][C:16]=3[CH:15]=[C:14]2[C:27](=[O:28])[NH:8][CH2:9][CH2:10]1, predict the reactants needed to synthesize it. The reactants are: C(OC([NH:8][CH2:9][CH2:10][CH:11]([N:13]1[C:21]2[C:16](=[CH:17][CH:18]=[C:19]([C:22]([O:24][CH2:25][CH3:26])=[O:23])[CH:20]=2)[CH:15]=[C:14]1[C:27](OCC)=[O:28])[CH3:12])=O)(C)(C)C.C(O)(C(F)(F)F)=O.C(N(CC)CC)C.C([O-])([O-])=O.[K+].[K+]. (4) The reactants are: [F:1][C:2]1[CH:7]=[CH:6][C:5]([C:8]2[CH:12]=[CH:11][NH:10][N:9]=2)=[CH:4][CH:3]=1.[H-].[Na+].I[CH3:16]. Given the product [F:1][C:2]1[CH:3]=[CH:4][C:5]([C:8]2[CH:12]=[CH:11][N:10]([CH3:16])[N:9]=2)=[CH:6][CH:7]=1, predict the reactants needed to synthesize it. (5) Given the product [Br:23][C:24]1[N:29]=[C:28]([CH2:30][NH:1][C:2]2[CH:3]=[C:4]3[C:9](=[CH:10][CH:11]=2)[N:8]=[CH:7][C:6]([C:12]#[N:13])=[C:5]3[NH:14][C:15]2[CH:20]=[CH:19][C:18]([F:21])=[C:17]([Cl:22])[CH:16]=2)[CH:27]=[CH:26][CH:25]=1, predict the reactants needed to synthesize it. The reactants are: [NH2:1][C:2]1[CH:3]=[C:4]2[C:9](=[CH:10][CH:11]=1)[N:8]=[CH:7][C:6]([C:12]#[N:13])=[C:5]2[NH:14][C:15]1[CH:20]=[CH:19][C:18]([F:21])=[C:17]([Cl:22])[CH:16]=1.[Br:23][C:24]1[N:29]=[C:28]([CH:30]=O)[CH:27]=[CH:26][CH:25]=1.[BH3-]C#N.[Na+]. (6) Given the product [NH2:1][C:2]1[N:10]=[C:9]2[C:5]([N:6]([CH3:15])[C:7](=[O:14])[N:8]2[CH2:11][CH2:12][OH:13])=[C:4]([NH:18][NH2:19])[N:3]=1, predict the reactants needed to synthesize it. The reactants are: [NH2:1][C:2]1[N:10]=[C:9]2[C:5]([N:6]([CH3:15])[C:7](=[O:14])[N:8]2[CH2:11][CH2:12][OH:13])=[C:4](Cl)[N:3]=1.O.[NH2:18][NH2:19]. (7) Given the product [ClH:42].[OH:8][C:9]1[CH:10]=[C:11]2[C:16](=[CH:17][CH:18]=1)[C:15]([O:19][C:20]1[CH:21]=[CH:22][C:23]([O:26][CH2:27][CH2:28][N:29]3[CH2:34][CH2:33][CH2:32][CH2:31][CH2:30]3)=[CH:24][CH:25]=1)=[C:14]([C:35]1[C:36]([C:40]#[N:41])=[CH:37][S:38][CH:39]=1)[CH:13]=[CH:12]2, predict the reactants needed to synthesize it. The reactants are: [H][H].CCOCC.[OH:8][C:9]1[CH:10]=[C:11]2[C:16](=[CH:17][CH:18]=1)[C:15]([O:19][C:20]1[CH:25]=[CH:24][C:23]([O:26][CH2:27][CH2:28][N:29]3[CH2:34][CH2:33][CH2:32][CH2:31][CH2:30]3)=[CH:22][CH:21]=1)=[C:14]([C:35]1[C:36]([C:40]#[N:41])=[CH:37][S:38][CH:39]=1)[CH:13]=[CH:12]2.[Cl:42]CCl. (8) Given the product [Br:7][C:8]1[CH:9]=[C:10]([C:14]2([C:26]3[CH:31]=[CH:30][N:29]=[CH:28][CH:27]=3)[C:18]3=[N:19][CH2:20][C:21]([F:24])([F:23])[CH2:22][N:17]3[C:16]([NH2:32])=[N:15]2)[CH:11]=[CH:12][CH:13]=1, predict the reactants needed to synthesize it. The reactants are: C(OO)(C)(C)C.[Br:7][C:8]1[CH:9]=[C:10]([C:14]2([C:26]3[CH:31]=[CH:30][N:29]=[CH:28][CH:27]=3)[C:18]3=[N:19][CH2:20][C:21]([F:24])([F:23])[CH2:22][N:17]3[C:16](=S)[NH:15]2)[CH:11]=[CH:12][CH:13]=1.[NH3:32]. (9) Given the product [CH2:1]([O:5][CH2:6][CH2:7][O:8][C:9]1[CH:10]=[CH:11][C:12]([C:15]2[CH:16]=[CH:17][C:18]3[N:24]([CH2:44][C:46]4[S:47][CH:48]=[CH:49][N:50]=4)[CH2:23][CH2:22][C:21]([C:25]([NH:27][C:28]4[CH:29]=[CH:30][C:31]([C@H:34]([OH:42])[C:35]5[CH:40]=[CH:39][CH:38]=[CH:37][N+:36]=5[O-:41])=[CH:32][CH:33]=4)=[O:26])=[CH:20][C:19]=3[CH:43]=2)=[CH:13][CH:14]=1)[CH2:2][CH2:3][CH3:4], predict the reactants needed to synthesize it. The reactants are: [CH2:1]([O:5][CH2:6][CH2:7][O:8][C:9]1[CH:14]=[CH:13][C:12]([C:15]2[CH:16]=[CH:17][C:18]3[NH:24][CH2:23][CH2:22][C:21]([C:25]([NH:27][C:28]4[CH:33]=[CH:32][C:31]([C@H:34]([OH:42])[C:35]5[CH:40]=[CH:39][CH:38]=[CH:37][N+:36]=5[O-:41])=[CH:30][CH:29]=4)=[O:26])=[CH:20][C:19]=3[CH:43]=2)=[CH:11][CH:10]=1)[CH2:2][CH2:3][CH3:4].[CH:44]([C:46]1[S:47][CH:48]=[CH:49][N:50]=1)=O.C(O[BH-](OC(=O)C)OC(=O)C)(=O)C.[Na+].C(O)(=O)C. (10) Given the product [CH2:1]([C:5]1=[CH:6][N:7]([C:24]([CH3:26])([CH3:25])[CH3:27])[S:8]/[C:9]/1=[N:10]\[C:11]([C:13]1([CH3:23])[CH2:17][CH2:16][CH:15]([C:18]([NH:30][CH3:29])=[O:20])[C:14]1([CH3:22])[CH3:21])=[O:12])[CH2:2][CH2:3][CH3:4], predict the reactants needed to synthesize it. The reactants are: [CH2:1]([C:5]1=[CH:6][N:7]([C:24]([CH3:27])([CH3:26])[CH3:25])[S:8]/[C:9]/1=[N:10]\[C:11]([C:13]1([CH3:23])[CH2:17][CH2:16][CH:15]([C:18]([OH:20])=O)[C:14]1([CH3:22])[CH3:21])=[O:12])[CH2:2][CH2:3][CH3:4].Cl.[CH3:29][NH2:30].